This data is from Catalyst prediction with 721,799 reactions and 888 catalyst types from USPTO. The task is: Predict which catalyst facilitates the given reaction. (1) The catalyst class is: 20. Product: [CH3:6][CH:5]([CH3:7])[C@@H:4]([NH:8][S:9]([C:12]1[CH:24]=[CH:23][C:15]2[N:16]=[C:17]([S:19][CH2:20][CH2:21][CH3:22])[O:27][C:14]=2[CH:13]=1)(=[O:11])=[O:10])[C:3]([OH:2])=[O:25]. Reactant: C[O:2][C:3](=[O:25])[C@H:4]([NH:8][S:9]([C:12]1[CH:24]=[CH:23][C:15]2[N:16]=[C:17]([S:19][CH2:20][CH2:21][CH3:22])S[C:14]=2[CH:13]=1)(=[O:11])=[O:10])[CH:5]([CH3:7])[CH3:6].[Li+].[OH-:27]. (2) Reactant: [CH2:1]([O:4][C:5]([C:7]1[C:8]([N:14]([CH3:24])[CH2:15][CH:16]2[CH2:23][CH2:22][C:19]3([CH2:21][CH2:20]3)[CH2:18][CH2:17]2)=[N:9][C:10](Cl)=[N:11][CH:12]=1)=[O:6])[CH:2]=[CH2:3].[C-]#N.[K+].C1N2CC[N:30](CC2)[CH2:29]1.O. Product: [CH2:1]([O:4][C:5]([C:7]1[C:8]([N:14]([CH3:24])[CH2:15][CH:16]2[CH2:23][CH2:22][C:19]3([CH2:21][CH2:20]3)[CH2:18][CH2:17]2)=[N:9][C:10]([C:29]#[N:30])=[N:11][CH:12]=1)=[O:6])[CH:2]=[CH2:3]. The catalyst class is: 16. (3) Reactant: [NH2:1][C:2]1[C:10]([OH:11])=[CH:9][CH:8]=[CH:7][C:3]=1[C:4]([OH:6])=[O:5].C(O)(=O)C.S(Cl)([Cl:19])(=O)=O. Product: [NH2:1][C:2]1[C:10]([OH:11])=[CH:9][C:8]([Cl:19])=[CH:7][C:3]=1[C:4]([OH:6])=[O:5]. The catalyst class is: 27. (4) Reactant: [N:1]1[CH:6]=[CH:5][CH:4]=[C:3]([N:7]2[CH2:13][C@@H:12]3[C@H:8]2[CH2:9][N:10](C(OCC2C=CC=CC=2)=O)[CH2:11]3)[CH:2]=1. Product: [N:1]1[CH:6]=[CH:5][CH:4]=[C:3]([N:7]2[CH2:13][C@@H:12]3[C@H:8]2[CH2:9][NH:10][CH2:11]3)[CH:2]=1. The catalyst class is: 19. (5) Reactant: [CH3:1][C@H:2]1[CH2:7][N:6]2[N:8]=[CH:9][C:10]([CH:11]3[CH2:15][CH2:14][NH:13][C:12]3=[O:16])=[C:5]2[CH2:4][N:3]1C(OC(C)(C)C)=O.Cl. Product: [CH3:1][C@H:2]1[CH2:7][N:6]2[N:8]=[CH:9][C:10]([CH:11]3[CH2:15][CH2:14][NH:13][C:12]3=[O:16])=[C:5]2[CH2:4][NH:3]1. The catalyst class is: 25. (6) Product: [CH3:11][C:10]1[N:6]([CH2:5][C:4]2[CH:3]=[C:2]([N:35]3[CH2:36][CH2:37][CH:32]([OH:31])[CH2:33][CH2:34]3)[CH:30]=[CH:29][CH:28]=2)[N:7]=[C:8]([C:12]2[O:16][N:15]=[C:14]([C:17]3[CH:22]=[CH:21][C:20]([O:23][C:24]([F:27])([F:26])[F:25])=[CH:19][CH:18]=3)[N:13]=2)[CH:9]=1. The catalyst class is: 533. Reactant: Br[C:2]1[CH:3]=[C:4]([CH:28]=[CH:29][CH:30]=1)[CH2:5][N:6]1[C:10]([CH3:11])=[CH:9][C:8]([C:12]2[O:16][N:15]=[C:14]([C:17]3[CH:22]=[CH:21][C:20]([O:23][C:24]([F:27])([F:26])[F:25])=[CH:19][CH:18]=3)[N:13]=2)=[N:7]1.[OH:31][CH:32]1[CH2:37][CH2:36][NH:35][CH2:34][CH2:33]1.C1(P(C2CCCCC2)C2C=CC=CC=2C2C(C(C)C)=CC(C(C)C)=CC=2C(C)C)CCCCC1.C(=O)([O-])[O-].[Cs+].[Cs+]. (7) The catalyst class is: 3. Reactant: [O:1]=[C:2]1[NH:10][C:5]2=[N:6][CH:7]=[CH:8][CH:9]=[C:4]2[N:3]1[CH:11]1[CH2:16][CH2:15][N:14]([C:17]2[N:22]=[CH:21][N:20]=[C:19]([C:23](O)=[O:24])[CH:18]=2)[CH2:13][CH2:12]1.[N:26]1([CH2:31][CH2:32][CH2:33][CH:34]2[C:42]3[C:37](=[CH:38][CH:39]=[CH:40][CH:41]=3)[NH:36][CH2:35]2)[CH2:30][CH2:29][CH2:28][CH2:27]1.CN(C(ON1N=NC2C=CC=CC1=2)=[N+](C)C)C.[B-](F)(F)(F)F.C(N(CC)CC)C. Product: [N:26]1([CH2:31][CH2:32][CH2:33][CH:34]2[C:42]3[C:37](=[CH:38][CH:39]=[CH:40][CH:41]=3)[N:36]([C:23]([C:19]3[N:20]=[CH:21][N:22]=[C:17]([N:14]4[CH2:13][CH2:12][CH:11]([N:3]5[C:4]6[C:5](=[N:6][CH:7]=[CH:8][CH:9]=6)[NH:10][C:2]5=[O:1])[CH2:16][CH2:15]4)[CH:18]=3)=[O:24])[CH2:35]2)[CH2:27][CH2:28][CH2:29][CH2:30]1. (8) Reactant: [OH:1][C:2]1[CH:9]=[C:8]([O:10][CH3:11])[CH:7]=[CH:6][C:3]=1[CH:4]=[O:5].C(=O)([O-])[O-].[K+].[K+].[CH3:18][O:19][CH2:20]Cl.C(OC(C)C)(C)C. Product: [CH3:18][O:19][CH2:20][O:1][C:2]1[CH:9]=[C:8]([O:10][CH3:11])[CH:7]=[CH:6][C:3]=1[CH:4]=[O:5]. The catalyst class is: 9. (9) Reactant: [CH3:1][O:2][C:3]1[C:11]2[O:10][C:9]([CH3:13])([CH3:12])[CH2:8][C:7]=2[CH:6]=[C:5]([CH2:14][C:15]([NH:18][C:19]([C:21]2[CH:26]=[CH:25][C:24](=[O:27])[N:23]([C:28]3[CH:37]=[CH:36][C:35]4[C:30](=[CH:31][CH:32]=[C:33]([CH3:38])[CH:34]=4)[N:29]=3)[CH:22]=2)=O)([CH3:17])[CH3:16])[CH:4]=1.P(Cl)(Cl)(Cl)=O.[OH-].[Na+]. Product: [CH3:38][C:33]1[CH:34]=[C:35]2[C:30](=[CH:31][CH:32]=1)[N:29]=[C:28]([N:23]1[CH:22]=[C:21]([C:19]3[C:6]4[C:5](=[CH:4][C:3]([O:2][CH3:1])=[C:11]5[O:10][C:9]([CH3:12])([CH3:13])[CH2:8][C:7]5=4)[CH2:14][C:15]([CH3:17])([CH3:16])[N:18]=3)[CH:26]=[CH:25][C:24]1=[O:27])[CH:37]=[CH:36]2. The catalyst class is: 6.